Dataset: Peptide-MHC class I binding affinity with 185,985 pairs from IEDB/IMGT. Task: Regression. Given a peptide amino acid sequence and an MHC pseudo amino acid sequence, predict their binding affinity value. This is MHC class I binding data. (1) The peptide sequence is SMHYKLDEV. The MHC is HLA-B57:01 with pseudo-sequence HLA-B57:01. The binding affinity (normalized) is 0.0847. (2) The peptide sequence is QQHPIVVLDA. The MHC is HLA-A02:01 with pseudo-sequence HLA-A02:01. The binding affinity (normalized) is 0.114. (3) The peptide sequence is AGFSAGLTY. The MHC is HLA-A23:01 with pseudo-sequence HLA-A23:01. The binding affinity (normalized) is 0.0122. (4) The peptide sequence is GEIGAVTLDF. The MHC is HLA-B44:03 with pseudo-sequence HLA-B44:03. The binding affinity (normalized) is 0.716. (5) The peptide sequence is SSGKLGLIT. The MHC is HLA-B15:01 with pseudo-sequence HLA-B15:01. The binding affinity (normalized) is 0. (6) The binding affinity (normalized) is 0.0664. The MHC is HLA-A24:02 with pseudo-sequence HLA-A24:02. The peptide sequence is SPGMVPLHI. (7) The peptide sequence is RESIVCYFM. The MHC is HLA-B40:01 with pseudo-sequence HLA-B40:01. The binding affinity (normalized) is 1.00. (8) The binding affinity (normalized) is 0.0847. The peptide sequence is PHPVVVRTL. The MHC is HLA-B08:01 with pseudo-sequence HLA-B08:01. (9) The peptide sequence is DEQEFFYSQ. The MHC is HLA-A02:16 with pseudo-sequence HLA-A02:16. The binding affinity (normalized) is 0.0847. (10) The peptide sequence is RKRLMSMVK. The MHC is HLA-B18:01 with pseudo-sequence HLA-B18:01. The binding affinity (normalized) is 0.0847.